This data is from Forward reaction prediction with 1.9M reactions from USPTO patents (1976-2016). The task is: Predict the product of the given reaction. (1) Given the reactants [C:1]([OH:20])(=[O:19])[CH2:2][CH2:3][CH2:4][CH2:5][CH2:6][CH2:7][CH2:8][CH2:9][CH2:10][CH2:11][CH2:12][CH2:13][CH2:14][CH2:15][CH2:16][CH2:17][CH3:18].[CH2:21](O)[CH2:22][CH2:23][OH:24], predict the reaction product. The product is: [C:1]([O:20][CH2:3][CH2:2][CH2:1][O:19][C:23](=[O:24])[CH2:22][CH2:21][CH2:18][CH2:17][CH2:16][CH2:15][CH2:14][CH2:13][CH2:12][CH2:11][CH2:10][CH2:9][CH2:8][CH2:7][CH2:6][CH2:5][CH3:4])(=[O:19])[CH2:2][CH2:3][CH2:4][CH2:5][CH2:6][CH2:7][CH2:8][CH2:9][CH2:10][CH2:11][CH2:12][CH2:13][CH2:14][CH2:15][CH2:16][CH2:17][CH3:18]. (2) Given the reactants [C:1]([O:5][NH:6][C:7]([CH2:9][CH2:10][O:11][CH2:12][CH2:13][NH:14][C:15]1[N:16]=[N+:17]([O-:25])[C:18]2[CH:24]=[CH:23][CH:22]=[CH:21][C:19]=2[N:20]=1)=[O:8])([CH3:4])([CH3:3])[CH3:2].C([O:30]NC(CCCCCCNC1N=[N+]([O-])C2C=CC=CC=2N=1)=O)(C)(C)C, predict the reaction product. The product is: [C:1]([O:5][NH:6][C:7]([CH2:9][CH2:10][O:11][CH2:12][CH2:13][NH:14][C:15]1[N:16]=[N+:17]([O-:25])[C:18]2[CH:24]=[CH:23][CH:22]=[CH:21][C:19]=2[N+:20]=1[O-:30])=[O:8])([CH3:4])([CH3:2])[CH3:3]. (3) Given the reactants Cl.Cl.[CH3:3][C@H:4]1[CH2:9][NH:8][CH2:7][CH2:6][N:5]1[CH:10]1[C:18]2[C:13](=[CH:14][CH:15]=[C:16]([C:19]([F:22])([F:21])[F:20])[CH:17]=2)[CH2:12][CH2:11]1.O=[C:24]1[CH2:29][CH2:28][N:27]([C:30]([O:32][C:33]([CH3:36])([CH3:35])[CH3:34])=[O:31])[CH2:26][CH2:25]1.[C-:37]#[N:38].C([Al+]CC)C, predict the reaction product. The product is: [C:37]([C:24]1([N:8]2[CH2:7][CH2:6][N:5]([CH:10]3[C:18]4[C:13](=[CH:14][CH:15]=[C:16]([C:19]([F:22])([F:20])[F:21])[CH:17]=4)[CH2:12][CH2:11]3)[C@@H:4]([CH3:3])[CH2:9]2)[CH2:29][CH2:28][N:27]([C:30]([O:32][C:33]([CH3:36])([CH3:35])[CH3:34])=[O:31])[CH2:26][CH2:25]1)#[N:38]. (4) Given the reactants O=[C:2]1[CH2:6][CH2:5][C@H:4]([C:7]([NH:9][C:10]2[CH2:17][CH2:16][C:13]3([CH2:15][CH2:14]3)[CH2:12][C:11]=2[C:18]([O:20][CH2:21][CH3:22])=[O:19])=[O:8])[CH2:3]1.[F:23][C:24]1[CH:29]=[CH:28][C:27]([N:30]2[CH2:35][CH2:34][NH:33][CH2:32][CH2:31]2)=[CH:26][CH:25]=1.C(O)(=O)C.C(O[BH-](OC(=O)C)OC(=O)C)(=O)C.[Na+].C(=O)(O)[O-].[Na+], predict the reaction product. The product is: [F:23][C:24]1[CH:25]=[CH:26][C:27]([N:30]2[CH2:35][CH2:34][N:33]([C@@H:2]3[CH2:6][CH2:5][C@H:4]([C:7]([NH:9][C:10]4[CH2:17][CH2:16][C:13]5([CH2:15][CH2:14]5)[CH2:12][C:11]=4[C:18]([O:20][CH2:21][CH3:22])=[O:19])=[O:8])[CH2:3]3)[CH2:32][CH2:31]2)=[CH:28][CH:29]=1. (5) Given the reactants [C:1]([C:3]1[C@@H:8]([C:9]2[CH:14]=[CH:13][C:12]([C:15]#[N:16])=[CH:11][CH:10]=2)[N:7]2[N:17]=[C:18]([N:20]([CH2:31][C:32]#[N:33])C(=O)OCC3C=CC=CC=3)[N:19]=[C:6]2[N:5]([C:34]2[CH:39]=[CH:38][CH:37]=[C:36]([C:40]([F:43])([F:42])[F:41])[CH:35]=2)[C:4]=1[CH3:44])#[N:2], predict the reaction product. The product is: [C:32]([CH2:31][NH:20][C:18]1[N:19]=[C:6]2[N:5]([C:34]3[CH:39]=[CH:38][CH:37]=[C:36]([C:40]([F:42])([F:41])[F:43])[CH:35]=3)[C:4]([CH3:44])=[C:3]([C:1]#[N:2])[C@@H:8]([C:9]3[CH:14]=[CH:13][C:12]([C:15]#[N:16])=[CH:11][CH:10]=3)[N:7]2[N:17]=1)#[N:33]. (6) The product is: [CH2:1]([N:8]1[CH2:22][CH2:21][CH2:20][CH:9]1[CH2:10][OH:11])[C:2]1[CH:7]=[CH:6][CH:5]=[CH:4][CH:3]=1. Given the reactants [CH2:1]([N:8]1[CH2:22][CH2:21][CH2:20][C@H:9]1[C:10](OCC1C=CC=CC=1)=[O:11])[C:2]1[CH:7]=[CH:6][CH:5]=[CH:4][CH:3]=1.[H-].[H-].[H-].[H-].[Li+].[Al+3], predict the reaction product. (7) Given the reactants [CH3:1][C:2]1[CH:11]=[C:10]2[C:5]([CH:6]=[CH:7][CH:8]=[N:9]2)=[CH:4][C:3]=1[OH:12].C(=O)([O-])[O-].[K+].[K+].C1C=CC(N([S:26]([C:29]([F:32])([F:31])[F:30])(=[O:28])=[O:27])[S:26]([C:29]([F:32])([F:31])[F:30])(=[O:28])=[O:27])=CC=1, predict the reaction product. The product is: [CH3:1][C:2]1[CH:11]=[C:10]2[C:5]([CH:6]=[CH:7][CH:8]=[N:9]2)=[CH:4][C:3]=1[O:12][S:26]([C:29]([F:32])([F:31])[F:30])(=[O:28])=[O:27].